From a dataset of Forward reaction prediction with 1.9M reactions from USPTO patents (1976-2016). Predict the product of the given reaction. Given the reactants Br[C:2]1[CH:3]=[C:4]([CH3:23])[C:5]2[N:9]=[C:8]([CH3:10])[N:7]([CH2:11][C:12]3[CH:17]=[CH:16][C:15]([O:18][CH2:19][CH3:20])=[CH:14][C:13]=3[Cl:21])[C:6]=2[CH:22]=1.OB(O)[C:26]1[CH:27]=[C:28]([CH:32]=[CH:33][CH:34]=1)[C:29]([OH:31])=[O:30], predict the reaction product. The product is: [Cl:21][C:13]1[CH:14]=[C:15]([O:18][CH2:19][CH3:20])[CH:16]=[CH:17][C:12]=1[CH2:11][N:7]1[C:6]2[CH:22]=[C:2]([C:26]3[CH:27]=[C:28]([CH:32]=[CH:33][CH:34]=3)[C:29]([OH:31])=[O:30])[CH:3]=[C:4]([CH3:23])[C:5]=2[N:9]=[C:8]1[CH3:10].